Dataset: Human liver microsome stability data. Task: Regression/Classification. Given a drug SMILES string, predict its absorption, distribution, metabolism, or excretion properties. Task type varies by dataset: regression for continuous measurements (e.g., permeability, clearance, half-life) or binary classification for categorical outcomes (e.g., BBB penetration, CYP inhibition). Dataset: hlm. (1) The molecule is CC(CCNCCC12CC3CC(CC(C3)C1)C2)Nc1ccnc2cc(Cl)ccc12. The result is 0 (unstable in human liver microsomes). (2) The molecule is COc1ccc2[nH]c(C(=O)N3CC(=O)N(Cc4cccc(OC(C)C)c4)[C@@H](Cc4ccccc4)C3)cc2c1. The result is 1 (stable in human liver microsomes). (3) The molecule is CC(=O)CC(c1ccccc1)c1c(O)oc2ccccc2c1=O. The result is 0 (unstable in human liver microsomes). (4) The molecule is CCOc1cc(NC(=O)C2(NC(=O)c3ccc4c(C5CCCC5)c(-c5ncc(Cl)cn5)n(C)c4c3)CCC2)ccc1C=CC(=O)OCC(=O)N(C)C. The result is 0 (unstable in human liver microsomes). (5) The molecule is CC[C@H]1OC(=O)[C@H](C)[C@@H](O[C@H]2C[C@@](C)(OC)[C@@H](O)[C@H](C)O2)[C@H](C)[C@@H](O[C@@H]2O[C@H](C)C[C@H](N(C)C)[C@H]2O)[C@](C)(O)C[C@@H](C)CN(CCCNC(=S)NCCc2ccccc2)[C@H](C)[C@@H](O)[C@]1(C)O. The result is 0 (unstable in human liver microsomes). (6) The molecule is C1CCC(NCC2CCC3(CC2)OOC2(CCCCC2)OO3)CC1. The result is 1 (stable in human liver microsomes).